Dataset: Tyrosyl-DNA phosphodiesterase HTS with 341,365 compounds. Task: Binary Classification. Given a drug SMILES string, predict its activity (active/inactive) in a high-throughput screening assay against a specified biological target. (1) The compound is S(=O)(=O)(NC(CC)C)c1ccc(S(=O)(=O)Nc2c(cc3OCOc3c2)C(=O)C)cc1. The result is 0 (inactive). (2) The molecule is S(CCCCCCCC)c1nc([nH]n1)N. The result is 0 (inactive). (3) The molecule is O=C(N1CCN(CC1)c1ccccc1)CCN1C(=O)c2c(C1=O)cccc2. The result is 0 (inactive). (4) The drug is O(c1c(C(=O)Nc2cc3c(cc2)cccc3)cc(OC)c(OC)c1)C. The result is 0 (inactive). (5) The drug is s1c(c2onc(n2)c2c(OC)nc(c3cc(OC)ccc3)cc2)ccc1. The result is 0 (inactive). (6) The molecule is O1Cc2c(C(=O)c3c1ccc(OC(=O)c1ccccc1)c3)cccc2. The result is 0 (inactive).